Dataset: Full USPTO retrosynthesis dataset with 1.9M reactions from patents (1976-2016). Task: Predict the reactants needed to synthesize the given product. (1) Given the product [Cl:1][C:2]1[N:7]=[CH:6][C:5]([CH:8]([C:22]#[N:23])[C:9]([C:12]#[N:13])([C:10]#[N:11])[CH2:14][CH:15]=[CH2:16])=[CH:4][CH:3]=1, predict the reactants needed to synthesize it. The reactants are: [Cl:1][C:2]1[N:7]=[CH:6][C:5]([CH:8]=[C:9]([C:12]#[N:13])[C:10]#[N:11])=[CH:4][CH:3]=1.[CH2:14](Cl)[CH:15]=[CH2:16].C[Si]([C:22]#[N:23])(C)C. (2) Given the product [CH3:1][C:2]1[C:7]([CH3:8])=[CH:6][CH:5]=[CH:4][C:3]=1[N:9]1[CH2:10][CH2:11][N:12]([CH2:26][C@@H:27]2[O:41][C:31]3=[C:32]4[C:37](=[CH:38][CH:39]=[C:30]3[O:29][CH2:28]2)[N:36]=[C:35]([CH3:40])[CH:34]=[CH:33]4)[CH2:13][CH2:14]1, predict the reactants needed to synthesize it. The reactants are: [CH3:1][C:2]1[C:7]([CH3:8])=[CH:6][CH:5]=[CH:4][C:3]=1[N:9]1[CH2:14][CH2:13][NH:12][CH2:11][CH2:10]1.BrC1C=CC(S(O[CH2:26][C@@H:27]2[O:41][C:31]3=[C:32]4[C:37](=[CH:38][CH:39]=[C:30]3[O:29][CH2:28]2)[N:36]=[C:35]([CH3:40])[CH:34]=[CH:33]4)(=O)=O)=CC=1. (3) Given the product [Br:1][C:2]1[CH:23]=[CH:22][C:5]2[N:6]([CH2:20][CH3:21])[C:7]([CH2:9][C:10]3[S:27][CH:26]=[N:28][C:11]=3[C:13]3[CH:18]=[CH:17][CH:16]=[C:15]([F:19])[CH:14]=3)=[N:8][C:4]=2[CH:3]=1, predict the reactants needed to synthesize it. The reactants are: [Br:1][C:2]1[CH:23]=[CH:22][C:5]2[N:6]([CH2:20][CH3:21])[C:7]([CH2:9][CH2:10][C:11]([C:13]3[CH:18]=[CH:17][CH:16]=[C:15]([F:19])[CH:14]=3)=O)=[N:8][C:4]=2[CH:3]=1.BrBr.[CH:26]([NH2:28])=[S:27].C(N)=O.P12(SP3(SP(SP(S3)(S1)=S)(=S)S2)=S)=S.